This data is from Full USPTO retrosynthesis dataset with 1.9M reactions from patents (1976-2016). The task is: Predict the reactants needed to synthesize the given product. (1) Given the product [S:46]1[C:42]2[CH:41]=[C:40]([C:2]3[C:7]([CH:8]([CH2:13][CH2:14][CH3:15])[C:9]([O:11][CH3:12])=[O:10])=[C:6]([CH3:16])[N:5]=[C:4]([C:17]4[CH:22]=[CH:21][CH:20]=[CH:19][CH:18]=4)[N:3]=3)[CH:48]=[CH:47][C:43]=2[N:44]=[CH:45]1, predict the reactants needed to synthesize it. The reactants are: Cl[C:2]1[C:7]([CH:8]([CH2:13][CH2:14][CH3:15])[C:9]([O:11][CH3:12])=[O:10])=[C:6]([CH3:16])[N:5]=[C:4]([C:17]2[CH:22]=[CH:21][CH:20]=[CH:19][CH:18]=2)[N:3]=1.C(N(CC)C(C)C)(C)C.CC1(C)C(C)(C)OB([C:40]2[CH:48]=[CH:47][C:43]3[N:44]=[CH:45][S:46][C:42]=3[CH:41]=2)O1. (2) The reactants are: C(O)(C(F)(F)F)=O.[SiH](CC)(CC)CC.[CH3:15][C:16]1[C:20]([C:21]2[N:22]([C:35]3[CH:40]=[CH:39][C:38]([OH:41])=[CH:37][CH:36]=3)[C:23]3[C:28]([C:29]=2[CH:30](O)[C:31]([NH2:33])=[O:32])=[CH:27][CH:26]=[CH:25][CH:24]=3)=[C:19]([CH3:42])[O:18][N:17]=1. Given the product [CH3:15][C:16]1[C:20]([C:21]2[N:22]([C:35]3[CH:36]=[CH:37][C:38]([OH:41])=[CH:39][CH:40]=3)[C:23]3[C:28]([C:29]=2[CH2:30][C:31]([NH2:33])=[O:32])=[CH:27][CH:26]=[CH:25][CH:24]=3)=[C:19]([CH3:42])[O:18][N:17]=1, predict the reactants needed to synthesize it. (3) Given the product [Br:1][C:2]1[CH:3]=[N:4][C:5]([O:8][CH2:25][CH2:24][C@H:23]([CH:20]2[CH2:21][CH2:22][N:17]([C:15]3[O:14][N:13]=[C:12]([CH:9]([CH3:10])[CH3:11])[N:16]=3)[CH2:18][CH2:19]2)[CH3:27])=[N:6][CH:7]=1, predict the reactants needed to synthesize it. The reactants are: [Br:1][C:2]1[CH:3]=[N:4][C:5]([OH:8])=[N:6][CH:7]=1.[CH:9]([C:12]1[N:16]=[C:15]([N:17]2[CH2:22][CH2:21][CH:20]([C@H:23]([CH3:27])[CH2:24][CH2:25]O)[CH2:19][CH2:18]2)[O:14][N:13]=1)([CH3:11])[CH3:10].N(C(OCC)=O)=NC(OCC)=O.C1(P(C2C=CC=CC=2)C2C=CC=CC=2)C=CC=CC=1. (4) The reactants are: [Br:1][C:2]1[CH:7]=[CH:6][C:5]([C:8]2[N:12]=[N:11][N:10]([CH3:13])[C:9]=2C(O)=O)=[CH:4][CH:3]=1.C([N:19]([CH2:22]C)CC)C.C1C=CC(P(N=[N+]=[N-])(C2C=CC=CC=2)=[O:31])=CC=1.[F:41][C:42]([F:53])([F:52])[C:43]1[CH:44]=[C:45]([CH:49]([OH:51])[CH3:50])[CH:46]=[CH:47][CH:48]=1. Given the product [F:41][C:42]([F:52])([F:53])[C:43]1[CH:44]=[C:45]([CH:49]([O:51][C:22](=[O:31])[NH:19][C:9]2[N:10]([CH3:13])[N:11]=[N:12][C:8]=2[C:5]2[CH:4]=[CH:3][C:2]([Br:1])=[CH:7][CH:6]=2)[CH3:50])[CH:46]=[CH:47][CH:48]=1, predict the reactants needed to synthesize it. (5) Given the product [Cl:1][C:2]1[N:3]=[C:4]([CH3:9])[CH:5]=[C:6]([N:10]2[CH2:15][CH2:14][CH2:13][CH2:12][CH2:11]2)[N:7]=1, predict the reactants needed to synthesize it. The reactants are: [Cl:1][C:2]1[N:7]=[C:6](Cl)[CH:5]=[C:4]([CH3:9])[N:3]=1.[NH:10]1[CH2:15][CH2:14][CH2:13][CH2:12][CH2:11]1. (6) Given the product [Cl:1][C:2]1[CH:3]=[CH:4][C:5]([CH2:8][N:9]2[CH2:10][CH2:11][N:12]([C:16]3[CH:17]=[CH:18][C:19]4[N:20]([C:22]([C:25]([F:26])([F:28])[F:27])=[N:23][N:24]=4)[N:21]=3)[CH2:13][CH2:14]2)=[CH:6][CH:7]=1, predict the reactants needed to synthesize it. The reactants are: [Cl:1][C:2]1[CH:7]=[CH:6][C:5]([CH2:8][N:9]2[CH2:14][CH2:13][NH:12][CH2:11][CH2:10]2)=[CH:4][CH:3]=1.Cl[C:16]1[CH:17]=[CH:18][C:19]2[N:20]([C:22]([C:25]([F:28])([F:27])[F:26])=[N:23][N:24]=2)[N:21]=1. (7) Given the product [CH3:8][O:9][C:10]1[CH:17]=[CH:16][C:13]([CH2:14][NH:1][C:2]2[N:7]=[CH:6][CH:5]=[CH:4][N:3]=2)=[CH:12][CH:11]=1, predict the reactants needed to synthesize it. The reactants are: [NH2:1][C:2]1[N:7]=[CH:6][CH:5]=[CH:4][N:3]=1.[CH3:8][O:9][C:10]1[CH:17]=[CH:16][C:13]([CH:14]=O)=[CH:12][CH:11]=1.C(O[BH-](OC(=O)C)OC(=O)C)(=O)C.[Na+]. (8) Given the product [C:14]([O:13][C:11]([N:9]1[CH2:8][CH2:7][CH2:6][C:5]2([CH2:4][N:3]([CH2:21][C:22]3[C:27]([O:28][CH3:29])=[CH:26][C:25]([O:30][CH3:31])=[CH:24][C:23]=3[O:32][CH3:33])[C:2](=[O:1])[C:19]3[CH:44]=[C:45]([C:47]4[CH:52]=[CH:51][N:50]=[C:49]([Cl:53])[N:48]=4)[NH:38][C:18]2=3)[CH2:10]1)=[O:12])([CH3:16])([CH3:15])[CH3:17], predict the reactants needed to synthesize it. The reactants are: [O:1]=[C:2]1[CH2:19][C:18](=O)[C:5]2([CH2:10][N:9]([C:11]([O:13][C:14]([CH3:17])([CH3:16])[CH3:15])=[O:12])[CH2:8][CH2:7][CH2:6]2)[CH2:4][N:3]1[CH2:21][C:22]1[C:27]([O:28][CH3:29])=[CH:26][C:25]([O:30][CH3:31])=[CH:24][C:23]=1[O:32][CH3:33].C([O-])(=O)C.[NH4+:38].C(O)(=O)C.Br[CH2:44][C:45]([C:47]1[CH:52]=[CH:51][N:50]=[C:49]([Cl:53])[N:48]=1)=O. (9) Given the product [N:28]([CH2:16][C@@H:3]1[O:4][C@@:5]2([C:12]([O:14][CH3:15])=[O:13])[O:6][C:7]([CH3:11])([CH3:10])[O:8][CH:9]2[C@@H:2]1[OH:1])=[N+:29]=[N-:30], predict the reactants needed to synthesize it. The reactants are: [OH:1][C@@H:2]1[C@@H:9]2[C@@:5]([C:12]([O:14][CH3:15])=[O:13])([O:6][C:7]([CH3:11])([CH3:10])[O:8]2)[O:4][C@@H:3]1[CH2:16]OS(C1C=CC(C)=CC=1)(=O)=O.[N-:28]=[N+:29]=[N-:30].[Na+]. (10) Given the product [NH2:13][C:6]1[C:5]2[C:9](=[CH:10][CH:11]=[CH:12][C:4]=2[Cl:3])[N:8]([CH2:19][C:18]2[CH:17]=[C:16]([CH:23]=[CH:22][CH:21]=2)[C:14]#[N:15])[N:7]=1, predict the reactants needed to synthesize it. The reactants are: [OH-].[K+].[Cl:3][C:4]1[CH:12]=[CH:11][CH:10]=[C:9]2[C:5]=1[C:6]([NH2:13])=[N:7][NH:8]2.[C:14]([C:16]1[CH:17]=[C:18]([CH:21]=[CH:22][CH:23]=1)[CH2:19]Br)#[N:15].O.